Predict the reactants needed to synthesize the given product. From a dataset of Full USPTO retrosynthesis dataset with 1.9M reactions from patents (1976-2016). (1) Given the product [F:35][C:34]([F:37])([F:36])[C:32]([OH:38])=[O:33].[CH3:1][S:2]([C:5]1[CH:6]=[CH:7][C:8]([C:11]2[CH:16]=[CH:15][C:14]([O:17][CH2:18][CH:19]3[CH2:24][CH2:23][NH:22][CH2:21][CH2:20]3)=[CH:13][CH:12]=2)=[CH:9][CH:10]=1)(=[O:4])=[O:3], predict the reactants needed to synthesize it. The reactants are: [CH3:1][S:2]([C:5]1[CH:10]=[CH:9][C:8]([C:11]2[CH:16]=[CH:15][C:14]([O:17][CH2:18][CH:19]3[CH2:24][CH2:23][N:22](C(OC(C)(C)C)=O)[CH2:21][CH2:20]3)=[CH:13][CH:12]=2)=[CH:7][CH:6]=1)(=[O:4])=[O:3].[C:32]([OH:38])([C:34]([F:37])([F:36])[F:35])=[O:33]. (2) Given the product [O:21]1[CH2:20][C@@H:19]1[CH2:18][O:1][C:2]1[CH:7]=[CH:6][C:5]([S:8]([C:11]([F:14])([F:12])[F:13])(=[O:10])=[O:9])=[CH:4][C:3]=1[C:15](=[O:17])[CH3:16], predict the reactants needed to synthesize it. The reactants are: [OH:1][C:2]1[CH:7]=[CH:6][C:5]([S:8]([C:11]([F:14])([F:13])[F:12])(=[O:10])=[O:9])=[CH:4][C:3]=1[C:15](=[O:17])[CH3:16].[CH2:18](OS(C1C=CC(C)=CC=1)(=O)=O)[C@@H:19]1[O:21][CH2:20]1.C([O-])([O-])=O.[K+].[K+].